From a dataset of Full USPTO retrosynthesis dataset with 1.9M reactions from patents (1976-2016). Predict the reactants needed to synthesize the given product. (1) Given the product [F:1][C:2]1[CH:3]=[C:4]([CH:17]=[CH:18][CH:19]=1)[CH2:5][O:6][C:7]1[CH:8]=[C:9]2[C:14](=[CH:15][CH:16]=1)[CH2:13][N:12]([C:26]([C:25]1[CH:29]=[C:30]([S:33]([CH3:36])(=[O:35])=[O:34])[CH:31]=[CH:32][C:24]=1[O:23][CH:20]([CH3:22])[CH3:21])=[O:27])[CH2:11][CH2:10]2, predict the reactants needed to synthesize it. The reactants are: [F:1][C:2]1[CH:3]=[C:4]([CH:17]=[CH:18][CH:19]=1)[CH2:5][O:6][C:7]1[CH:8]=[C:9]2[C:14](=[CH:15][CH:16]=1)[CH2:13][NH:12][CH2:11][CH2:10]2.[CH:20]([O:23][C:24]1[CH:32]=[CH:31][C:30]([S:33]([CH3:36])(=[O:35])=[O:34])=[CH:29][C:25]=1[C:26](O)=[O:27])([CH3:22])[CH3:21]. (2) Given the product [C:24]([CH:20]1[C:14]2([CH2:19][CH2:18][CH2:17][CH2:16][CH2:15]2)[CH:5]([C:9]([O:11][CH3:1])=[O:10])[C:6](=[O:8])[NH:23][C:21]1=[O:22])#[N:25], predict the reactants needed to synthesize it. The reactants are: [CH3:1][O-].[Na+].C[C:5](C)([C:9]([O-:11])=[O:10])[C:6]([O-:8])=O.[Na].[C:14]1(=[C:20]([C:24]#[N:25])[C:21]([NH2:23])=[O:22])[CH2:19][CH2:18][CH2:17][CH2:16][CH2:15]1.Cl. (3) The reactants are: [OH:1][CH2:2][C@@H:3]([NH:10][C:11](=[O:17])[O:12][C:13]([CH3:16])([CH3:15])[CH3:14])[C:4]1[CH:9]=[CH:8][CH:7]=[CH:6][CH:5]=1.C(N(CC)CC)C.[S:25](Cl)([CH3:28])(=[O:27])=[O:26].[O-]S([O-])(=O)=O.[Na+].[Na+]. Given the product [CH3:28][S:25]([O:1][CH2:2][C@@H:3]([NH:10][C:11]([O:12][C:13]([CH3:14])([CH3:16])[CH3:15])=[O:17])[C:4]1[CH:9]=[CH:8][CH:7]=[CH:6][CH:5]=1)(=[O:27])=[O:26], predict the reactants needed to synthesize it. (4) Given the product [C:12]([N:4]1[C:5]2=[N:6][CH:7]=[N:8][C:9]([NH2:11])=[C:10]2[C:2]([O:22][C:16]2[CH:21]=[CH:20][CH:19]=[CH:18][CH:17]=2)=[N:3]1)([CH3:15])([CH3:14])[CH3:13], predict the reactants needed to synthesize it. The reactants are: Br[C:2]1[C:10]2[C:5](=[N:6][CH:7]=[N:8][C:9]=2[NH2:11])[N:4]([C:12]([CH3:15])([CH3:14])[CH3:13])[N:3]=1.[C:16]1([OH:22])[CH:21]=[CH:20][CH:19]=[CH:18][CH:17]=1.C(=O)([O-])[O-].[K+].[K+].FC(F)(F)C(O)=O. (5) Given the product [CH3:66][O:67][C:68](=[O:77])[C:69]1[CH:74]=[CH:73][CH:72]=[C:71]([CH2:75][NH:76][C:28]([C@H:9]2[C@H:8]([C:4]3[CH:5]=[CH:6][CH:7]=[C:2]([Cl:1])[C:3]=3[F:31])[C@:12]([C:15]3[CH:20]=[CH:19][C:18]([Cl:21])=[CH:17][C:16]=3[F:22])([C:13]#[N:14])[C@H:11]([CH2:23][C:24]([CH3:25])([CH3:27])[CH3:26])[NH:10]2)=[O:30])[CH:70]=1, predict the reactants needed to synthesize it. The reactants are: [Cl:1][C:2]1[C:3]([F:31])=[C:4]([CH:8]2[C:12]([C:15]3[CH:20]=[CH:19][C:18]([Cl:21])=[CH:17][C:16]=3[F:22])([C:13]#[N:14])[CH:11]([CH2:23][C:24]([CH3:27])([CH3:26])[CH3:25])[NH:10][CH:9]2[C:28]([OH:30])=O)[CH:5]=[CH:6][CH:7]=1.CN(C(ON1N=NC2C=CC=NC1=2)=[N+](C)C)C.F[P-](F)(F)(F)(F)F.CCN(C(C)C)C(C)C.Cl.[CH3:66][O:67][C:68](=[O:77])[C:69]1[CH:74]=[CH:73][CH:72]=[C:71]([CH2:75][NH2:76])[CH:70]=1. (6) Given the product [NH:15]([CH2:22][C:23]([NH:14][NH:13][C:11]([C:6]1[NH:7][C:8]2[C:4]([CH:5]=1)=[CH:3][C:2]([Cl:1])=[CH:10][CH:9]=2)=[O:12])=[O:24])[C:16]1[CH:21]=[CH:20][CH:19]=[CH:18][CH:17]=1, predict the reactants needed to synthesize it. The reactants are: [Cl:1][C:2]1[CH:3]=[C:4]2[C:8](=[CH:9][CH:10]=1)[NH:7][C:6]([C:11]([NH:13][NH2:14])=[O:12])=[CH:5]2.[NH:15]([CH2:22][C:23](O)=[O:24])[C:16]1[CH:21]=[CH:20][CH:19]=[CH:18][CH:17]=1.ON1C2C=CC=CC=2N=N1.C(Cl)CCl. (7) The reactants are: [N+:1]([C:4]1[CH:5]=[N:6][C:7]2[C:12]([C:13]=1O)=[N:11][CH:10]=[CH:9][CH:8]=2)([O-:3])=[O:2].P(Cl)(Cl)([Cl:17])=O. Given the product [Cl:17][C:13]1[C:12]2[C:7](=[CH:8][CH:9]=[CH:10][N:11]=2)[N:6]=[CH:5][C:4]=1[N+:1]([O-:3])=[O:2], predict the reactants needed to synthesize it. (8) Given the product [NH2:20][CH:17]1[CH2:16][CH2:15][N:14]([CH2:13][CH2:12][N:7]2[C:6]3[CH:28]=[C:2]([Br:1])[CH:3]=[CH:4][C:5]=3[O:10][CH2:9][C:8]2=[O:11])[CH2:19][CH2:18]1, predict the reactants needed to synthesize it. The reactants are: [Br:1][C:2]1[CH:3]=[CH:4][C:5]2[O:10][CH2:9][C:8](=[O:11])[N:7]([CH2:12][CH2:13][N:14]3[CH2:19][CH2:18][CH:17]([NH:20]C(=O)OC(C)(C)C)[CH2:16][CH2:15]3)[C:6]=2[CH:28]=1.NC1CCN(CCN2C3C(=CC=C(C#N)C=3)C=CC2=O)CC1. (9) Given the product [C:5]([C:4]1[CH:7]=[CH:8][C:9]([NH:10][CH2:11][CH2:12][CH2:13][OH:14])=[C:2]([NH:1][C:28](=[O:29])[CH2:27][N:20]2[C:21]3[CH:26]=[CH:25][CH:24]=[CH:23][C:22]=3[N:18]([C:15]([CH3:17])=[CH2:16])[C:19]2=[O:31])[CH:3]=1)#[N:6], predict the reactants needed to synthesize it. The reactants are: [NH2:1][C:2]1[CH:3]=[C:4]([CH:7]=[CH:8][C:9]=1[NH:10][CH2:11][CH2:12][CH2:13][OH:14])[C:5]#[N:6].[C:15]([N:18]1[C:22]2[CH:23]=[CH:24][CH:25]=[CH:26][C:21]=2[N:20]([CH2:27][C:28](O)=[O:29])[C:19]1=[O:31])([CH3:17])=[CH2:16].CCOC1N(C(OCC)=O)C2C(=CC=CC=2)C=C1.